This data is from NCI-60 drug combinations with 297,098 pairs across 59 cell lines. The task is: Regression. Given two drug SMILES strings and cell line genomic features, predict the synergy score measuring deviation from expected non-interaction effect. (1) Drug 1: CC1C(C(=O)NC(C(=O)N2CCCC2C(=O)N(CC(=O)N(C(C(=O)O1)C(C)C)C)C)C(C)C)NC(=O)C3=C4C(=C(C=C3)C)OC5=C(C(=O)C(=C(C5=N4)C(=O)NC6C(OC(=O)C(N(C(=O)CN(C(=O)C7CCCN7C(=O)C(NC6=O)C(C)C)C)C)C(C)C)C)N)C. Drug 2: CC(C)(C#N)C1=CC(=CC(=C1)CN2C=NC=N2)C(C)(C)C#N. Cell line: OVCAR-5. Synergy scores: CSS=11.3, Synergy_ZIP=-2.86, Synergy_Bliss=-0.514, Synergy_Loewe=-17.8, Synergy_HSA=-2.39. (2) Cell line: SN12C. Synergy scores: CSS=1.36, Synergy_ZIP=0.240, Synergy_Bliss=2.43, Synergy_Loewe=1.95, Synergy_HSA=1.05. Drug 1: CCC(=C(C1=CC=CC=C1)C2=CC=C(C=C2)OCCN(C)C)C3=CC=CC=C3.C(C(=O)O)C(CC(=O)O)(C(=O)O)O. Drug 2: C(=O)(N)NO. (3) Drug 1: C1CC(C1)(C(=O)O)C(=O)O.[NH2-].[NH2-].[Pt+2]. Drug 2: C(CC(=O)O)C(=O)CN.Cl. Cell line: SN12C. Synergy scores: CSS=18.2, Synergy_ZIP=-6.22, Synergy_Bliss=-2.21, Synergy_Loewe=1.76, Synergy_HSA=1.85. (4) Drug 1: CC12CCC3C(C1CCC2O)C(CC4=C3C=CC(=C4)O)CCCCCCCCCS(=O)CCCC(C(F)(F)F)(F)F. Drug 2: COC1=C2C(=CC3=C1OC=C3)C=CC(=O)O2. Cell line: ACHN. Synergy scores: CSS=-3.20, Synergy_ZIP=1.84, Synergy_Bliss=1.55, Synergy_Loewe=-1.33, Synergy_HSA=-1.57. (5) Drug 1: C1=CC=C(C=C1)NC(=O)CCCCCCC(=O)NO. Drug 2: C1C(C(OC1N2C=NC3=C2NC=NCC3O)CO)O. Cell line: SW-620. Synergy scores: CSS=3.66, Synergy_ZIP=-1.82, Synergy_Bliss=-0.776, Synergy_Loewe=-1.69, Synergy_HSA=-2.01. (6) Synergy scores: CSS=33.2, Synergy_ZIP=2.26, Synergy_Bliss=2.31, Synergy_Loewe=-20.8, Synergy_HSA=2.21. Drug 2: CC1=CC=C(C=C1)C2=CC(=NN2C3=CC=C(C=C3)S(=O)(=O)N)C(F)(F)F. Cell line: SNB-75. Drug 1: CC1=C2C(C(=O)C3(C(CC4C(C3C(C(C2(C)C)(CC1OC(=O)C(C(C5=CC=CC=C5)NC(=O)OC(C)(C)C)O)O)OC(=O)C6=CC=CC=C6)(CO4)OC(=O)C)OC)C)OC. (7) Drug 1: CC(C)CN1C=NC2=C1C3=CC=CC=C3N=C2N. Drug 2: CC1CCCC2(C(O2)CC(NC(=O)CC(C(C(=O)C(C1O)C)(C)C)O)C(=CC3=CSC(=N3)C)C)C. Cell line: OVCAR3. Synergy scores: CSS=49.3, Synergy_ZIP=8.38, Synergy_Bliss=1.28, Synergy_Loewe=-20.5, Synergy_HSA=-9.21. (8) Drug 1: COC1=C2C(=CC3=C1OC=C3)C=CC(=O)O2. Drug 2: CC12CCC3C(C1CCC2OP(=O)(O)O)CCC4=C3C=CC(=C4)OC(=O)N(CCCl)CCCl.[Na+]. Cell line: SK-MEL-28. Synergy scores: CSS=3.14, Synergy_ZIP=-1.24, Synergy_Bliss=-1.65, Synergy_Loewe=-5.31, Synergy_HSA=-4.56. (9) Drug 1: C1CCC(C1)C(CC#N)N2C=C(C=N2)C3=C4C=CNC4=NC=N3. Drug 2: CC(C1=C(C=CC(=C1Cl)F)Cl)OC2=C(N=CC(=C2)C3=CN(N=C3)C4CCNCC4)N. Cell line: HOP-92. Synergy scores: CSS=6.88, Synergy_ZIP=-3.53, Synergy_Bliss=-3.28, Synergy_Loewe=-4.48, Synergy_HSA=-3.10.